From a dataset of Full USPTO retrosynthesis dataset with 1.9M reactions from patents (1976-2016). Predict the reactants needed to synthesize the given product. (1) Given the product [CH2:1]([C:8]1([C:21](=[O:23])[NH:46][C:42]2[CH:43]=[CH:44][CH:45]=[C:40]([O:39][C:38](=[O:47])[N:37]([CH3:36])[CH3:48])[CH:41]=2)[CH2:9][CH2:10][N:11]([C:14]([O:16][C:17]([CH3:20])([CH3:18])[CH3:19])=[O:15])[CH2:12][CH2:13]1)[C:2]1[CH:7]=[CH:6][CH:5]=[CH:4][CH:3]=1, predict the reactants needed to synthesize it. The reactants are: [CH2:1]([C:8]1([C:21]([OH:23])=O)[CH2:13][CH2:12][N:11]([C:14]([O:16][C:17]([CH3:20])([CH3:19])[CH3:18])=[O:15])[CH2:10][CH2:9]1)[C:2]1[CH:7]=[CH:6][CH:5]=[CH:4][CH:3]=1.N1C=CC=CC=1.C(Cl)(=O)C(Cl)=O.[CH3:36][N:37]([CH3:48])[C:38](=[O:47])[O:39][C:40]1[CH:45]=[CH:44][CH:43]=[C:42]([NH2:46])[CH:41]=1. (2) Given the product [Cl:67][CH2:66][C@H:38]1[C:37]2[C:36]3[CH:68]=[CH:69][CH:70]=[CH:71][C:35]=3[C:34]([O:33][CH2:32][C:29]3[CH:30]=[CH:31][C:26]([NH:25][C:23](=[O:24])[C@@H:22]([NH:21][C:19](=[O:20])[C@@H:18]([NH:17][C:94](=[O:95])[CH2:93][CH2:92][CH2:91][CH2:90][CH2:89][N:84]4[C:85](=[O:88])[CH:86]=[CH:87][C:83]4=[O:82])[CH:79]([CH3:81])[CH3:80])[CH2:72][CH2:73][CH2:74][NH:75][C:76]([NH2:78])=[O:77])=[CH:27][CH:28]=3)=[CH:42][C:41]=2[N:40]([C:43](=[O:65])[CH2:44][CH2:45][CH2:46][C:47]([N:49]2[C:57]3[CH:56]=[C:55]([OH:58])[C:54]4[CH:59]=[CH:60][CH:61]=[CH:62][C:53]=4[C:52]=3[C@H:51]([CH2:63][Cl:64])[CH2:50]2)=[O:48])[CH2:39]1, predict the reactants needed to synthesize it. The reactants are: C(N(C(C)C)CC)(C)C.FC(F)(F)C(O)=O.[NH2:17][C@@H:18]([CH:79]([CH3:81])[CH3:80])[C:19]([NH:21][C@@H:22]([CH2:72][CH2:73][CH2:74][NH:75][C:76]([NH2:78])=[O:77])[C:23]([NH:25][C:26]1[CH:31]=[CH:30][C:29]([CH2:32][O:33][C:34]2[C:35]3[CH:71]=[CH:70][CH:69]=[CH:68][C:36]=3[C:37]3[C@H:38]([CH2:66][Cl:67])[CH2:39][N:40]([C:43](=[O:65])[CH2:44][CH2:45][CH2:46][C:47]([N:49]4[C:57]5[CH:56]=[C:55]([OH:58])[C:54]6[CH:59]=[CH:60][CH:61]=[CH:62][C:53]=6[C:52]=5[C@H:51]([CH2:63][Cl:64])[CH2:50]4)=[O:48])[C:41]=3[CH:42]=2)=[CH:28][CH:27]=1)=[O:24])=[O:20].[O:82]=[C:83]1[CH:87]=[CH:86][C:85](=[O:88])[N:84]1[CH2:89][CH2:90][CH2:91][CH2:92][CH2:93][C:94](ON1C(=O)CCC1=O)=[O:95].C(Cl)Cl.